Predict the product of the given reaction. From a dataset of Forward reaction prediction with 1.9M reactions from USPTO patents (1976-2016). (1) Given the reactants [Cl:1][C:2]1[CH:3]=[N:4][N:5]([CH2:7][C:8]2[CH:13]=[CH:12][C:11]([N+:14]([O-])=O)=[CH:10][CH:9]=2)[CH:6]=1, predict the reaction product. The product is: [Cl:1][C:2]1[CH:3]=[N:4][N:5]([CH2:7][C:8]2[CH:9]=[CH:10][C:11]([NH2:14])=[CH:12][CH:13]=2)[CH:6]=1. (2) Given the reactants [NH2:1][CH:2]1[CH2:11][C:10]2[C:5](=[C:6]([N:12]3[CH2:16][CH2:15][CH2:14][C:13]3=[O:17])[CH:7]=[CH:8][CH:9]=2)[N:4]([CH2:18][C:19]2[CH:23]=[CH:22][S:21][CH:20]=2)[C:3]1=[O:24].[C:25]([O:29][C:30]([NH:32][C@@H:33]([C:44](O)=[O:45])[CH2:34][C:35]1[C:43]2[C:38](=[CH:39][CH:40]=[CH:41][CH:42]=2)[NH:37][CH:36]=1)=[O:31])([CH3:28])([CH3:27])[CH3:26], predict the reaction product. The product is: [NH:37]1[C:38]2[C:43](=[CH:42][CH:41]=[CH:40][CH:39]=2)[C:35]([CH2:34][C@@H:33]([NH:32][C:30](=[O:31])[O:29][C:25]([CH3:27])([CH3:26])[CH3:28])[C:44](=[O:45])[NH:1][CH:2]2[CH2:11][C:10]3[C:5](=[C:6]([N:12]4[CH2:16][CH2:15][CH2:14][C:13]4=[O:17])[CH:7]=[CH:8][CH:9]=3)[N:4]([CH2:18][C:19]3[CH:23]=[CH:22][S:21][CH:20]=3)[C:3]2=[O:24])=[CH:36]1. (3) Given the reactants C(OC(=O)C)(=O)C.[N+:8]([O-:11])(O)=[O:9].[CH3:12][O:13][CH2:14][C:15]1[C:20]([CH2:21][O:22][CH3:23])=[CH:19][CH:18]=[CH:17][C:16]=1[OH:24].COCC1C(COC)=C([N+]([O-])=O)C=CC=1O, predict the reaction product. The product is: [CH3:12][O:13][CH2:14][C:15]1[C:20]([CH2:21][O:22][CH3:23])=[CH:19][CH:18]=[C:17]([N+:8]([O-:11])=[O:9])[C:16]=1[OH:24]. (4) Given the reactants S(Cl)([Cl:3])=O.[CH3:5][C:6]1[O:10][C:9]([C:11]2[CH:16]=[CH:15][CH:14]=[CH:13][CH:12]=2)=[N:8][C:7]=1[CH2:17][O:18][C:19]1[CH:20]=[C:21]([CH:24]=[CH:25][CH:26]=1)[CH2:22]O.C1(C)C=CC=CC=1, predict the reaction product. The product is: [Cl:3][CH2:22][C:21]1[CH:20]=[C:19]([CH:26]=[CH:25][CH:24]=1)[O:18][CH2:17][C:7]1[N:8]=[C:9]([C:11]2[CH:16]=[CH:15][CH:14]=[CH:13][CH:12]=2)[O:10][C:6]=1[CH3:5]. (5) Given the reactants [N:1]([C:4]1[CH:9]=[C:8]([C:10]([O:12]C)=O)[C:7]([CH3:14])=[CH:6][C:5]=1[C:15]([O:17]C)=O)=[C:2]=[S:3].CO[C:21]1[CH:26]=[C:25]([O:27][CH3:28])[N:24]=[C:23]([NH2:29])[CH:22]=1.[OH-].[Na+].Cl.CCN(C(C)C)C(C)C.CN([C:45]([O:49]N1N=NC2C=CC=NC1=2)=[N+](C)C)C.F[P-](F)(F)(F)(F)F.[Cl:66][C:67]1[CH:68]=[C:69]([CH:72]=[CH:73][CH:74]=1)[CH2:70][NH2:71], predict the reaction product. The product is: [Cl:66][C:67]1[CH:68]=[C:69]([CH:72]=[CH:73][CH:74]=1)[CH2:70][NH:71][C:10]([C:8]1[CH:9]=[C:4]2[C:5]([C:15](=[O:17])[N:29]([C:23]3[CH:22]=[CH:21][C:26]([O:49][CH3:45])=[C:25]([O:27][CH3:28])[N:24]=3)[C:2](=[S:3])[NH:1]2)=[CH:6][C:7]=1[CH3:14])=[O:12]. (6) Given the reactants [N:1]([CH2:4][C@@H:5]([CH3:32])[C:6]([O:8][C@H:9]1[C@H:14]([CH3:15])[O:13][C@@H:12]([O:16][C@H:17]([CH3:30])[CH2:18][CH2:19][C:20]([O:22][CH2:23][C:24]2[CH:29]=[CH:28][CH:27]=[CH:26][CH:25]=2)=[O:21])[C@H:11]([OH:31])[CH2:10]1)=[O:7])=[N+:2]=[N-:3].[CH2:33]([O:40][C@@H:41]1[CH2:46][C@@H:45]([O:47][CH2:48][C:49]2[CH:54]=[CH:53][CH:52]=[CH:51][CH:50]=2)[C@H:44]([CH3:55])[O:43][C@H:42]1[O:56][CH2:57][CH2:58][CH2:59][CH2:60][C:61](O)=[O:62])[C:34]1[CH:39]=[CH:38][CH:37]=[CH:36][CH:35]=1.CCN=C=NCCCN(C)C.Cl.C(OCC)(=O)C, predict the reaction product. The product is: [CH2:33]([O:40][C@@H:41]1[CH2:46][C@@H:45]([O:47][CH2:48][C:49]2[CH:54]=[CH:53][CH:52]=[CH:51][CH:50]=2)[C@H:44]([CH3:55])[O:43][C@H:42]1[O:56][CH2:57][CH2:58][CH2:59][CH2:60][C:61]([O:31][C@@H:11]1[CH2:10][C@@H:9]([O:8][C:6](=[O:7])[C@H:5]([CH3:32])[CH2:4][N:1]=[N+:2]=[N-:3])[C@H:14]([CH3:15])[O:13][C@H:12]1[O:16][C@@H:17]([CH2:18][CH2:19][C:20]([O:22][CH2:23][C:24]1[CH:25]=[CH:26][CH:27]=[CH:28][CH:29]=1)=[O:21])[CH3:30])=[O:62])[C:34]1[CH:39]=[CH:38][CH:37]=[CH:36][CH:35]=1.